This data is from Full USPTO retrosynthesis dataset with 1.9M reactions from patents (1976-2016). The task is: Predict the reactants needed to synthesize the given product. Given the product [Cl:2][C:3]1[CH:12]=[CH:11][C:10]2[CH2:9][N:8]([C:25]([CH:22]3[CH2:24][CH2:23]3)=[O:26])[CH2:7][CH2:6][C:5]=2[N:4]=1, predict the reactants needed to synthesize it. The reactants are: Cl.[Cl:2][C:3]1[CH:12]=[CH:11][C:10]2[CH2:9][NH:8][CH2:7][CH2:6][C:5]=2[N:4]=1.CCN(C(C)C)C(C)C.[CH:22]1([C:25](Cl)=[O:26])[CH2:24][CH2:23]1.